Dataset: TCR-epitope binding with 47,182 pairs between 192 epitopes and 23,139 TCRs. Task: Binary Classification. Given a T-cell receptor sequence (or CDR3 region) and an epitope sequence, predict whether binding occurs between them. (1) The epitope is KLSYGIATV. The TCR CDR3 sequence is CASSQERAGLWNSPLHF. Result: 1 (the TCR binds to the epitope). (2) The epitope is TTLPVNVAF. The TCR CDR3 sequence is CASSPNTIANEQFF. Result: 0 (the TCR does not bind to the epitope). (3) The epitope is ITEEVGHTDLMAAY. The TCR CDR3 sequence is CASSLHPNEKLFF. Result: 1 (the TCR binds to the epitope). (4) The epitope is MLNIPSINV. The TCR CDR3 sequence is CASSLSGHLDGF. Result: 0 (the TCR does not bind to the epitope). (5) The epitope is CTELKLSDY. The TCR CDR3 sequence is CASSESPIGDEPLHF. Result: 0 (the TCR does not bind to the epitope). (6) The TCR CDR3 sequence is CASSQTGSSYNEQFF. Result: 0 (the TCR does not bind to the epitope). The epitope is VLAWLYAAV.